This data is from Full USPTO retrosynthesis dataset with 1.9M reactions from patents (1976-2016). The task is: Predict the reactants needed to synthesize the given product. (1) The reactants are: [NH:1]1[C:5]2[CH:6]=[CH:7][C:8]([NH2:10])=[CH:9][C:4]=2[N:3]=[CH:2]1.[CH:11]1([C:17]2[CH:24]=[CH:23][C:20]([CH:21]=O)=[CH:19][CH:18]=2)[CH2:16][CH2:15][CH2:14][CH2:13][CH2:12]1.[Si](C#N)(C)(C)C.[N:31]1([C:36](N2C=CN=C2)=[O:37])C=CN=[CH:32]1. Given the product [NH:1]1[C:5]2[CH:6]=[CH:7][C:8]([N:10]3[CH:21]([C:20]4[CH:23]=[CH:24][C:17]([CH:11]5[CH2:16][CH2:15][CH2:14][CH2:13][CH2:12]5)=[CH:18][CH:19]=4)[CH2:32][NH:31][C:36]3=[O:37])=[CH:9][C:4]=2[N:3]=[CH:2]1, predict the reactants needed to synthesize it. (2) Given the product [CH2:1]([C:3]1[C:11]2[C:6](=[CH:7][CH:8]=[CH:9][C:10]=2[NH:12][C:13]([C:15]2[N:19]3[CH:20]=[CH:21][C:22]([C:24]4[S:48][CH:28]=[N:27][N:26]=4)=[CH:23][C:18]3=[N:17][CH:16]=2)=[O:14])[N:5]([CH2:30][C:31]2[CH:36]=[CH:35][CH:34]=[C:33]([CH3:37])[N:32]=2)[N:4]=1)[CH3:2], predict the reactants needed to synthesize it. The reactants are: [CH2:1]([C:3]1[C:11]2[C:6](=[CH:7][CH:8]=[CH:9][C:10]=2[NH:12][C:13]([C:15]2[N:19]3[CH:20]=[CH:21][C:22]([C:24]([NH:26][NH:27][CH:28]=O)=O)=[CH:23][C:18]3=[N:17][CH:16]=2)=[O:14])[N:5]([CH2:30][C:31]2[CH:36]=[CH:35][CH:34]=[C:33]([CH3:37])[N:32]=2)[N:4]=1)[CH3:2].C[Si](C)(C)O[Si](C)(C)C.P12(SP3(SP(SP(S3)(S1)=S)(=S)S2)=S)=[S:48]. (3) Given the product [Cl:1][C:2]1[CH:9]=[CH:8][C:5]([CH2:6][NH:7][C:17]2[CH:18]=[N:19][CH:20]=[CH:12][C:13]=2[C:14]([OH:16])=[O:15])=[C:4]([CH3:10])[CH:3]=1, predict the reactants needed to synthesize it. The reactants are: [Cl:1][C:2]1[CH:9]=[CH:8][C:5]([CH2:6][NH2:7])=[C:4]([CH3:10])[CH:3]=1.F[C:12]1[CH:20]=[N:19][CH:18]=[CH:17][C:13]=1[C:14]([OH:16])=[O:15]. (4) The reactants are: [NH2:1][C:2]1[N:6]([C@@H:7]2[CH2:12][CH2:11][CH2:10][N:9]([C:13](=[O:19])/[CH:14]=[CH:15]/[CH2:16][CH2:17]O)[CH2:8]2)[N:5]=[C:4]([C:20]2[CH:25]=[CH:24][C:23]([O:26][C:27]3[CH:32]=[CH:31][C:30]([F:33])=[CH:29][C:28]=3[F:34])=[CH:22][CH:21]=2)[C:3]=1[C:35]([NH2:37])=[O:36].C(O)(=O)/C=C/CC. Given the product [NH2:1][C:2]1[N:6]([C@@H:7]2[CH2:12][CH2:11][CH2:10][N:9]([C:13](=[O:19])/[CH:14]=[CH:15]/[CH2:16][CH3:17])[CH2:8]2)[N:5]=[C:4]([C:20]2[CH:21]=[CH:22][C:23]([O:26][C:27]3[CH:32]=[CH:31][C:30]([F:33])=[CH:29][C:28]=3[F:34])=[CH:24][CH:25]=2)[C:3]=1[C:35]([NH2:37])=[O:36], predict the reactants needed to synthesize it.